From a dataset of Full USPTO retrosynthesis dataset with 1.9M reactions from patents (1976-2016). Predict the reactants needed to synthesize the given product. (1) Given the product [C:3]([NH:6][C:7]([CH2:19][C:20](=[O:21])[C:22]1[CH:23]=[CH:24][C:25]([O:28][C:29]2[CH:34]=[CH:33][C:32]([C:35]3[N:36]=[CH:37][CH:38]=[CH:39][N:40]=3)=[CH:31][CH:30]=2)=[CH:26][CH:27]=1)([C:13]([O:15][CH2:16][CH3:17])=[O:14])[C:8]([O:10][CH2:11][CH3:12])=[O:9])(=[O:5])[CH3:4], predict the reactants needed to synthesize it. The reactants are: [H-].[Na+].[C:3]([NH:6][CH:7]([C:13]([O:15][CH2:16][CH3:17])=[O:14])[C:8]([O:10][CH2:11][CH3:12])=[O:9])(=[O:5])[CH3:4].Br[CH2:19][C:20]([C:22]1[CH:27]=[CH:26][C:25]([O:28][C:29]2[CH:34]=[CH:33][C:32]([C:35]3[N:40]=[CH:39][CH:38]=[CH:37][N:36]=3)=[CH:31][CH:30]=2)=[CH:24][CH:23]=1)=[O:21]. (2) Given the product [OH:1][C:2]1[CH:11]=[CH:10][C:5]2[C:6](=[O:9])/[C:7](=[CH:38]/[C:33]3[C:32]4[C:36](=[CH:37][C:29]([N+:26]([O-:28])=[O:27])=[CH:30][CH:31]=4)[NH:35][CH:34]=3)/[O:8][C:4]=2[C:3]=1[CH2:12][N:13]1[CH2:14][CH2:15][N:16]([C:19]([O:21][C:22]([CH3:25])([CH3:24])[CH3:23])=[O:20])[CH2:17][CH2:18]1, predict the reactants needed to synthesize it. The reactants are: [OH:1][C:2]1[CH:11]=[CH:10][C:5]2[C:6](=[O:9])[CH2:7][O:8][C:4]=2[C:3]=1[CH2:12][N:13]1[CH2:18][CH2:17][N:16]([C:19]([O:21][C:22]([CH3:25])([CH3:24])[CH3:23])=[O:20])[CH2:15][CH2:14]1.[N+:26]([C:29]1[CH:37]=[C:36]2[C:32]([C:33]([CH:38]=O)=[CH:34][NH:35]2)=[CH:31][CH:30]=1)([O-:28])=[O:27]. (3) Given the product [Cl:11][C:12]1[CH:17]=[CH:16][C:15]([C:18]2[C:19]([C:27]3[CH:32]=[CH:31][C:30]([Cl:33])=[CH:29][C:28]=3[Cl:34])=[N:20][C:21]([CH:25]=[O:26])=[N:22][C:23]=2[CH3:24])=[CH:14][CH:13]=1, predict the reactants needed to synthesize it. The reactants are: C(Cl)(=O)C(Cl)=O.CS(C)=O.[Cl:11][C:12]1[CH:17]=[CH:16][C:15]([C:18]2[C:19]([C:27]3[CH:32]=[CH:31][C:30]([Cl:33])=[CH:29][C:28]=3[Cl:34])=[N:20][C:21]([CH2:25][OH:26])=[N:22][C:23]=2[CH3:24])=[CH:14][CH:13]=1.C(N(CC)CC)C. (4) Given the product [CH2:18]([O:20][C:21]([C:22]1[S:23][C:4]2[N:3]=[C:2]([NH2:1])[N:7]=[C:6]([Cl:8])[C:5]=2[CH:9]=1)=[O:24])[CH3:19], predict the reactants needed to synthesize it. The reactants are: [NH2:1][C:2]1[N:7]=[C:6]([Cl:8])[C:5]([CH:9]=O)=[C:4](Cl)[N:3]=1.C(=O)([O-])[O-].[K+].[K+].[CH2:18]([O:20][C:21](=[O:24])[CH2:22][SH:23])[CH3:19]. (5) Given the product [CH3:22][C:21]1[C:20](=[O:23])[C:19]2[C:14](=[CH:15][CH:16]=[CH:17][CH:18]=2)[O:13][C:12]=1[S:11][CH2:10][C:9]1[CH:8]=[CH:7][C:6]([CH2:5][CH2:4][CH2:3][CH2:2][O:1][S:26]([C:29]2[CH:35]=[CH:34][C:32]([CH3:33])=[CH:31][CH:30]=2)(=[O:28])=[O:27])=[CH:25][CH:24]=1, predict the reactants needed to synthesize it. The reactants are: [OH:1][CH2:2][CH2:3][CH2:4][CH2:5][C:6]1[CH:25]=[CH:24][C:9]([CH2:10][S:11][C:12]2[O:13][C:14]3[C:19]([C:20](=[O:23])[C:21]=2[CH3:22])=[CH:18][CH:17]=[CH:16][CH:15]=3)=[CH:8][CH:7]=1.[S:26](Cl)([C:29]1[CH:35]=[CH:34][C:32]([CH3:33])=[CH:31][CH:30]=1)(=[O:28])=[O:27]. (6) Given the product [NH2:33][C:32]1[CH:31]=[CH:30][C:29]([N:36]2[CH2:41][CH2:40][CH:39]([N:42]3[CH2:46][CH2:45][C@@H:44]([OH:47])[CH2:43]3)[CH2:38][CH2:37]2)=[CH:28][C:27]=1[O:26][CH3:25], predict the reactants needed to synthesize it. The reactants are: NC1C=CC(N2CCC[C@H](C(N3CCN(C)CC3)=O)C2)=CC=1OC.[CH3:25][O:26][C:27]1[CH:28]=[C:29]([N:36]2[CH2:41][CH2:40][CH:39]([N:42]3[CH2:46][CH2:45][C@@H:44]([OH:47])[CH2:43]3)[CH2:38][CH2:37]2)[CH:30]=[CH:31][C:32]=1[N+:33]([O-])=O. (7) Given the product [F:30][C:2]([F:1])([F:31])[C:3]1[CH:4]=[C:5]([NH:9][C:10](=[O:29])[NH:11][C:12]2[CH:13]=[CH:14][C:15]([C:18]3[S:22][C:21]([CH2:23][CH2:24][CH2:46][C:47]([O:49][CH3:50])=[O:48])=[N:20][CH:19]=3)=[CH:16][CH:17]=2)[CH:6]=[CH:7][CH:8]=1, predict the reactants needed to synthesize it. The reactants are: [F:1][C:2]([F:31])([F:30])[C:3]1[CH:4]=[C:5]([NH:9][C:10](=[O:29])[NH:11][C:12]2[CH:17]=[CH:16][C:15]([C:18]3[S:22][C:21]([CH2:23][CH2:24]C(OC)=O)=[N:20][CH:19]=3)=[CH:14][CH:13]=2)[CH:6]=[CH:7][CH:8]=1.NC1C=CC(C2SC(CC[CH2:46][C:47]([O:49][CH3:50])=[O:48])=NC=2)=CC=1.N(C1C=CC=C(C(F)(F)F)C=1)=C=O. (8) Given the product [CH3:9][C:10]1([CH3:17])[O:14][C@@H:13]([CH2:15][O:16][C:2]2[N:7]=[C:6]([NH2:8])[CH:5]=[N:4][CH:3]=2)[CH2:12][O:11]1, predict the reactants needed to synthesize it. The reactants are: Cl[C:2]1[N:7]=[C:6]([NH2:8])[CH:5]=[N:4][CH:3]=1.[CH3:9][C:10]1([CH3:17])[O:14][C@@H:13]([CH2:15][OH:16])[CH2:12][O:11]1. (9) The reactants are: Cl[C:2]1[CH:7]=[C:6]([C:8]2[CH:13]=[CH:12][C:11]([S:14][C:15]3[CH:20]=[CH:19][CH:18]=[CH:17][C:16]=3[O:21][CH3:22])=[C:10]([C:23]([F:26])([F:25])[F:24])[CH:9]=2)[CH:5]=[CH:4][N:3]=1.OC1CCNC1.[OH:33][C@H:34]1[CH2:38][NH:37][C@@H:36]([C:39]([OH:41])=[O:40])[CH2:35]1. Given the product [OH:33][CH:34]1[CH2:38][N:37]([C:2]2[CH:7]=[C:6]([C:8]3[CH:13]=[CH:12][C:11]([S:14][C:15]4[CH:20]=[CH:19][CH:18]=[CH:17][C:16]=4[O:21][CH3:22])=[C:10]([C:23]([F:25])([F:24])[F:26])[CH:9]=3)[CH:5]=[CH:4][N:3]=2)[CH:36]([C:39]([OH:41])=[O:40])[CH2:35]1, predict the reactants needed to synthesize it.